This data is from Peptide-MHC class I binding affinity with 185,985 pairs from IEDB/IMGT. The task is: Regression. Given a peptide amino acid sequence and an MHC pseudo amino acid sequence, predict their binding affinity value. This is MHC class I binding data. The peptide sequence is KINPLLDEPL. The MHC is HLA-A02:06 with pseudo-sequence HLA-A02:06. The binding affinity (normalized) is 0.730.